The task is: Regression. Given a target protein amino acid sequence and a drug SMILES string, predict the binding affinity score between them. We predict pIC50 (pIC50 = -log10(IC50 in M); higher means more potent). Dataset: bindingdb_ic50.. This data is from Drug-target binding data from BindingDB using IC50 measurements. (1) The compound is CN(C)C1CCN(c2ccc3nc(C(=O)c4ccnc(-c5cncc6ccccc56)c4)[nH]c3c2)CC1. The target protein sequence is HFVALKSVRVPNGGGAGGGLPISTVREVALLRRLEAFEHPNVVRLMDVCATSRTDREIKVTLVFEHVDQDLRTYLDKAPPPGLPAETIKDLMCQFLRGLDFLHANCIVHRDLKPENILVTSSGTVKLADFGLARIYSYQMALTPVVVTLWYRAPEVLLQSTYATPVDMWSAGCIFAEMFRRKPLFCGNS. The pIC50 is 8.4. (2) The drug is OCCCNc1cncc(-c2cncc(Nc3cccc(Cl)c3)n2)c1. The target is XTSFAESXKPVQQPSAFGS. The pIC50 is 6.3. (3) The drug is Cc1nc(NS(=O)(=O)c2ccccc2Cl)sc1C[C@@H]1O[C@H](CO)[C@H](O)[C@H](O)[C@H]1O. The target protein (P17931) has sequence MADNFSLHDALSGSGNPNPQGWPGAWGNQPAGAGGYPGASYPGAYPGQAPPGAYPGQAPPGAYPGAPGAYPGAPAPGVYPGPPSGPGAYPSSGQPSATGAYPATGPYGAPAGPLIVPYNLPLPGGVVPRMLITILGTVKPNANRIALDFQRGNDVAFHFNPRFNENNRRVIVCNTKLDNNWGREERQSVFPFESGKPFKIQVLVEPDHFKVAVNDAHLLQYNHRVKKLNEISKLGISGDIDLTSASYTMI. The pIC50 is 2.3. (4) The target protein (O14983) has sequence MEAAHAKTTEECLAYFGVSETTGLTPDQVKRNLEKYGLNELPAEEGKTLWELVIEQFEDLLVRILLLAACISFVLAWFEEGEETITAFVEPFVILLILIANAIVGVWQERNAENAIEALKEYEPEMGKVYRADRKSVQRIKARDIVPGDIVEVAVGDKVPADIRILAIKSTTLRVDQSILTGESVSVIKHTEPVPDPRAVNQDKKNMLFSGTNIAAGKALGIVATTGVGTEIGKIRDQMAATEQDKTPLQQKLDEFGEQLSKVISLICVAVWLINIGHFNDPVHGGSWFRGAIYYFKIAVALAVAAIPEGLPAVITTCLALGTRRMAKKNAIVRSLPSVETLGCTSVICSDKTGTLTTNQMSVCKMFIIDKVDGDICLLNEFSITGSTYAPEGEVLKNDKPVRPGQYDGLVELATICALCNDSSLDFNEAKGVYEKVGEATETALTTLVEKMNVFNTDVRSLSKVERANACNSVIRQLMKKEFTLEFSRDRKSMSVYCSP.... The pIC50 is 8.9. The drug is CCCCCCCC(=O)O[C@@H]1C(=O)C(C)=C2[C@@H]3OC(=O)[C@@](C)(O)[C@@]3(O)[C@@H](OC(=O)CCCCCCCCCCCNC(=O)CCC(N)C(=O)O)C[C@](C)(OC(C)=O)[C@H]21. (5) The compound is CCOc1ccc2cc(-c3nn(C4CCOCC4)c(N)c3C(N)=O)cnc2c1. The target protein sequence is MGQQESTLGGAAGEPRSRGHAAGTSGGPGDHLHATPGMFVQHSTAIFSDRYKGQRVLGKGSFGEVILCKDKITGQECAVKVISKRQVKQKTDKESLLREVQLLKQLDHPNIMKLYEFFEDKGYFYLVGEVYTGGELFDEIISRKRFSEVDAARIIRQVLSGITYMHKNKIVHRDLKPENLLLESKSKDANIRIIDFGLSTHFEASKKMKDKIGTAYYIAPEVLHGTYDEKCDVWSTGVILYILLSGCPPFNGANEYDILKKVEKGKYTFELPQWKKVSESAKDLIRKMLTYVPSMRISARDALDHEWIQTYTKEQISVDVPSLDNAILNIRQFQGTQKLAQAALLYMGSKLTSQDETKELTAIFHKMDKNGDGQLDRAELIEGYKELMRMKGQDASMLDASAVEHEVDQVLDAVDFDKNGYIEYSEFVTVAMDRKTLLSRERLERAFRMFDSDNSGKISSTELATIFGVSDVDSETWKSVLSEVDKNNDGEVDFDEFQQM.... The pIC50 is 8.1. (6) The drug is N#C[C@@H]1CCCN1C(=O)[C@@H](N)CCCCNC(=O)OCc1ccccc1. The target protein (Q9UHL4) has sequence MGSAPWAPVLLLALGLRGLQAGARRAPDPGFQERFFQQRLDHFNFERFGNKTFPQRFLVSDRFWVRGEGPIFFYTGNEGDVWAFANNSAFVAELAAERGALLVFAEHRYYGKSLPFGAQSTQRGHTELLTVEQALADFAELLRALRRDLGAQDAPAIAFGGSYGGMLSAYLRMKYPHLVAGALAASAPVLAVAGLGDSNQFFRDVTADFEGQSPKCTQGVREAFRQIKDLFLQGAYDTVRWEFGTCQPLSDEKDLTQLFMFARNAFTVLAMMDYPYPTDFLGPLPANPVKVGCDRLLSEAQRITGLRALAGLVYNASGSEHCYDIYRLYHSCADPTGCGTGPDARAWDYQACTEINLTFASNNVTDMFPDLPFTDELRQRYCLDTWGVWPRPDWLLTSFWGGDLRAASNIIFSNGNLDPWAGGGIRRNLSASVIAVTIQGGAHHLDLRASHPEDPASVVEARKLEATIIGEWVKAARREQQPALRGGPRLSL. The pIC50 is 6.1. (7) The small molecule is CO[C@H](C)COc1cc(-c2ccc(N3CCN(Cc4ccc(C)cn4)CC3)nc2)c2c(C#N)cnn2c1. The target protein sequence is MAKATSGAAGLRLLLLLLLPLLGKVALGLYFSRDAYWEKLYVDQAAGTPLLYVHALRDAPEEVPSFRLGQHLYGTYRTRLHENNWICIQEDTGLLYLNRSLDHSSWEKLSVRNRGFPLLTVYLKVFLSPTSLREGECQWPGCARVYFSFFNTSFPACSSLKPRELCFPETRPSFRIRENRPPGTFHQFRLLPVQFLCPNISVAYRLLEGEGLPFRCAPDSLEVSTRWALDREQREKYELVAVCTVHAGAREEVVMVPFPVTVYDEDDSAPTFPAGVDTASAVVEFKRKEDTVVATLRVFDADVVPASGELVRRYTSTLLPGDTWAQQTFRVEHWPNETSVQANGSFVRATVHDYRLVLNRNLSISENRTMQLAVLVNDSDFQGPGAGVLLLHFNVSVLPVSLHLPSTYSLSVSRRARRFAQIGKVCVENCQAFSGINVQYKLHSSGANCSTLGVVTSAEDTSGILFVNDTKALRRPKCAELHYMVVATDQQTSRQAQAQL.... The pIC50 is 6.2.